Dataset: Full USPTO retrosynthesis dataset with 1.9M reactions from patents (1976-2016). Task: Predict the reactants needed to synthesize the given product. (1) Given the product [CH3:38][O:37]/[N:36]=[C:29](/[C:30]1[CH:31]=[CH:32][CH:33]=[CH:34][CH:35]=1)\[CH2:28][O:27][C:24]1[CH:25]=[CH:26][C:21]([CH2:20][O:19][C:16]2[CH:17]=[CH:18][C:13]([CH2:12][CH2:11][C:10]([OH:39])=[O:9])=[CH:14][CH:15]=2)=[CH:22][CH:23]=1, predict the reactants needed to synthesize it. The reactants are: CO.C1COCC1.C[O:9][C:10](=[O:39])[CH2:11][CH2:12][C:13]1[CH:18]=[CH:17][C:16]([O:19][CH2:20][C:21]2[CH:26]=[CH:25][C:24]([O:27][CH2:28][C:29](=[N:36][O:37][CH3:38])[C:30]3[CH:35]=[CH:34][CH:33]=[CH:32][CH:31]=3)=[CH:23][CH:22]=2)=[CH:15][CH:14]=1.[OH-].[Na+]. (2) Given the product [CH2:1]=[CH:2][CH2:3][CH2:4][CH2:5][CH2:6][CH2:7][CH2:8][N:10]([CH3:12])[CH3:11], predict the reactants needed to synthesize it. The reactants are: [CH2:1]=[CH:2][CH2:3][CH2:4][CH2:5][CH2:6][CH2:7][CH2:8]Br.[N:10](N)([CH3:12])[CH3:11].Cl.[OH-].[Na+].